Dataset: Reaction yield outcomes from USPTO patents with 853,638 reactions. Task: Predict the reaction yield, written as a fraction of the theoretical maximum amount of product (1.0 means a 100% yield; for example, 0.34 means a 34% yield). The reactants are C(NC(C)C)(C)C.[Li]CCCC.CCCCCC.[CH3:19][CH:20]1[N:25]([CH2:26][C:27]2[CH:32]=[CH:31][CH:30]=[CH:29][CH:28]=2)[CH:24]([C:33]#[N:34])[CH2:23][CH2:22][CH2:21]1.[O:35]=[C:36]1[CH2:39][N:38]([C:40]([O:42][C:43]([CH3:46])([CH3:45])[CH3:44])=[O:41])[CH2:37]1. The catalyst is C1COCC1. The product is [C:33]([C:24]1([C:36]2([OH:35])[CH2:37][N:38]([C:40]([O:42][C:43]([CH3:45])([CH3:44])[CH3:46])=[O:41])[CH2:39]2)[CH2:23][CH2:22][CH2:21][CH:20]([CH3:19])[N:25]1[CH2:26][C:27]1[CH:32]=[CH:31][CH:30]=[CH:29][CH:28]=1)#[N:34]. The yield is 0.0700.